This data is from Catalyst prediction with 721,799 reactions and 888 catalyst types from USPTO. The task is: Predict which catalyst facilitates the given reaction. (1) Reactant: [O:1]([CH2:9][CH2:10][N:11]([CH:24]1[CH2:29][CH2:28][O:27][CH2:26][CH2:25]1)[C:12]1[N:19]=[CH:18][C:17]([C:20]([F:23])([F:22])[F:21])=[CH:16][C:13]=1[CH:14]=[O:15])[Si:2]([C:5]([CH3:8])([CH3:7])[CH3:6])([CH3:4])[CH3:3].[BH4-].[Na+].[CH3:32][S:33](Cl)(=[O:35])=[O:34]. Product: [CH3:32][S:33]([O:15][CH2:14][C:13]1[C:12]([N:11]([CH2:10][CH2:9][O:1][Si:2]([C:5]([CH3:7])([CH3:8])[CH3:6])([CH3:4])[CH3:3])[CH:24]2[CH2:25][CH2:26][O:27][CH2:28][CH2:29]2)=[N:19][CH:18]=[C:17]([C:20]([F:23])([F:21])[F:22])[CH:16]=1)(=[O:35])=[O:34]. The catalyst class is: 8. (2) Reactant: [NH:1]1[CH2:6][CH2:5][O:4][CH2:3][CH2:2]1.Br[C:8]1[O:9][CH:10]=[C:11]([C:13]([O:15][CH2:16][CH3:17])=[O:14])[N:12]=1. Product: [O:4]1[CH2:5][CH2:6][N:1]([C:8]2[O:9][CH:10]=[C:11]([C:13]([O:15][CH2:16][CH3:17])=[O:14])[N:12]=2)[CH2:2][CH2:3]1. The catalyst class is: 1. (3) The catalyst class is: 42. Product: [C:1]([O:5][C:6]([N:8]1[CH2:9][CH2:10][N:11]([C:14]2[CH:22]=[CH:21][CH:20]=[C:19]3[C:15]=2[C:16]([I:25])=[N:17][NH:18]3)[CH2:12][CH2:13]1)=[O:7])([CH3:4])([CH3:2])[CH3:3]. Reactant: [C:1]([O:5][C:6]([N:8]1[CH2:13][CH2:12][N:11]([C:14]2[CH:22]=[CH:21][CH:20]=[C:19]3[C:15]=2[CH:16]=[N:17][NH:18]3)[CH2:10][CH2:9]1)=[O:7])([CH3:4])([CH3:3])[CH3:2].[OH-].[K+].[I:25]I.